Predict the reaction yield, written as a fraction of the theoretical maximum amount of product (1.0 means a 100% yield; for example, 0.34 means a 34% yield). From a dataset of Reaction yield outcomes from USPTO patents with 853,638 reactions. (1) The reactants are [OH:1][C:2]1[CH:9]=[C:8]([OH:10])[CH:7]=[CH:6][C:3]=1[CH:4]=[O:5].C(=O)([O-])[O-].[Cs+].[Cs+].Cl[CH2:18][C:19]1[CH:24]=[CH:23][CH:22]=[CH:21][N:20]=1. The catalyst is C(#N)C. The product is [OH:1][C:2]1[CH:9]=[C:8]([O:10][CH2:18][C:19]2[CH:24]=[CH:23][CH:22]=[CH:21][N:20]=2)[CH:7]=[CH:6][C:3]=1[CH:4]=[O:5]. The yield is 0.270. (2) The reactants are Cl[C:2]1[CH:11]=[C:10]2[C:5]([CH:6]=[C:7]([NH:12][C:13](=[O:19])[O:14][C:15]([CH3:18])([CH3:17])[CH3:16])[N:8]=[CH:9]2)=[CH:4][N:3]=1.[CH3:20][C:21]1[CH:26]=[CH:25][N:24]=[CH:23][C:22]=1B(O)O.C(=O)([O-])[O-].[Na+].[Na+]. The catalyst is C(#N)C.C(OCC)(=O)C.CC(P(C(C)(C)C)C1C=CC(N(C)C)=CC=1)(C)C.CC(P(C(C)(C)C)C1C=CC(N(C)C)=CC=1)(C)C.Cl[Pd]Cl. The product is [CH3:20][C:21]1[CH:26]=[CH:25][N:24]=[CH:23][C:22]=1[C:2]1[CH:11]=[C:10]2[C:5]([CH:6]=[C:7]([NH:12][C:13](=[O:19])[O:14][C:15]([CH3:18])([CH3:17])[CH3:16])[N:8]=[CH:9]2)=[CH:4][N:3]=1. The yield is 0.340. (3) The reactants are [CH3:1][C:2]1[C:6]([CH2:7][N:8]2[CH:12]=[C:11]([N:13]3[C:17](=[O:18])[CH2:16][NH:15][C:14]3=[O:19])[CH:10]=[N:9]2)=[C:5]([CH3:20])[O:4][N:3]=1.[CH3:21][O:22][C:23]1[N:28]=[C:27]([CH2:29]O)[CH:26]=[CH:25][CH:24]=1.C(P(CCCC)CCCC)CCC. The catalyst is C1COCC1.[Cl-].[Na+].O. The product is [CH3:1][C:2]1[C:6]([CH2:7][N:8]2[CH:12]=[C:11]([N:13]3[C:17](=[O:18])[CH2:16][N:15]([CH2:29][C:27]4[CH:26]=[CH:25][CH:24]=[C:23]([O:22][CH3:21])[N:28]=4)[C:14]3=[O:19])[CH:10]=[N:9]2)=[C:5]([CH3:20])[O:4][N:3]=1. The yield is 0.0400. (4) The reactants are [NH2:1][C:2]1[CH:3]=[C:4]([C:16]#[N:17])[CH:5]=[C:6]([C:8]2[CH:13]=[CH:12][C:11]([F:14])=[CH:10][C:9]=2[F:15])[CH:7]=1.Cl.[CH3:19][S:20]([NH:23][C:24]1[CH:32]=[C:31]2[C:27]([CH:28]=[C:29]([C:33](O)=[O:34])[NH:30]2)=[CH:26][CH:25]=1)(=[O:22])=[O:21].CN(C(ON1N=NC2C=CC=NC1=2)=[N+](C)C)C.F[P-](F)(F)(F)(F)F.CCN(C(C)C)C(C)C. The catalyst is CN(C=O)C. The product is [C:16]([C:4]1[CH:3]=[C:2]([NH:1][C:33]([C:29]2[NH:30][C:31]3[C:27]([CH:28]=2)=[CH:26][CH:25]=[C:24]([NH:23][S:20]([CH3:19])(=[O:22])=[O:21])[CH:32]=3)=[O:34])[CH:7]=[C:6]([C:8]2[CH:13]=[CH:12][C:11]([F:14])=[CH:10][C:9]=2[F:15])[CH:5]=1)#[N:17]. The yield is 0.0500. (5) The reactants are [C:1]([C:5]1[CH:20]=[CH:19][CH:18]=[CH:17][C:6]=1[O:7][C:8]1[CH:13]=[CH:12][N:11]=[CH:10][C:9]=1[N+:14]([O-])=O)([CH3:4])([CH3:3])[CH3:2]. The catalyst is CO.C(OCC)(=O)C.[Pd]. The product is [C:1]([C:5]1[CH:20]=[CH:19][CH:18]=[CH:17][C:6]=1[O:7][C:8]1[CH:13]=[CH:12][N:11]=[CH:10][C:9]=1[NH2:14])([CH3:4])([CH3:2])[CH3:3]. The yield is 0.980.